From a dataset of Catalyst prediction with 721,799 reactions and 888 catalyst types from USPTO. Predict which catalyst facilitates the given reaction. (1) Reactant: [OH:1][CH:2]([CH3:31])[CH2:3][NH:4][C:5](=[O:30])[CH2:6][CH:7]([C:24]1[CH:29]=[CH:28][CH:27]=[CH:26][CH:25]=1)[CH:8]([C:18]1[CH:19]=[N:20][CH:21]=[CH:22][CH:23]=1)[C:9]([N:11]([CH:15]([CH3:17])[CH3:16])[CH:12]([CH3:14])[CH3:13])=[O:10].CC(OI1(OC(C)=O)(OC(C)=O)OC(=O)C2C=CC=CC1=2)=O. Product: [CH:15]([N:11]([CH:12]([CH3:14])[CH3:13])[C:9](=[O:10])[CH:8]([C:18]1[CH:19]=[N:20][CH:21]=[CH:22][CH:23]=1)[CH:7]([C:24]1[CH:29]=[CH:28][CH:27]=[CH:26][CH:25]=1)[CH2:6][C:5]([NH:4][CH2:3][C:2](=[O:1])[CH3:31])=[O:30])([CH3:16])[CH3:17]. The catalyst class is: 2. (2) Reactant: Br[C:2]1[CH:23]=[CH:22][C:5]([C:6]([NH:8][C:9]2[C:10](=[O:21])[NH:11][CH:12]=[C:13]([C:15]3[CH:20]=[CH:19][N:18]=[CH:17][CH:16]=3)[CH:14]=2)=[O:7])=[CH:4][CH:3]=1.[NH:24]1[CH2:29][CH2:28][CH2:27][CH2:26][CH2:25]1. Product: [O:21]=[C:10]1[C:9]([NH:8][C:6](=[O:7])[C:5]2[CH:22]=[CH:23][C:2]([N:24]3[CH2:29][CH2:28][CH2:27][CH2:26][CH2:25]3)=[CH:3][CH:4]=2)=[CH:14][C:13]([C:15]2[CH:20]=[CH:19][N:18]=[CH:17][CH:16]=2)=[CH:12][NH:11]1. The catalyst class is: 37. (3) Reactant: [CH2:1]=[CH:2][CH2:3][CH2:4][CH2:5][CH2:6][CH2:7][CH2:8][CH2:9][CH:10]([OH:20])[CH2:11][CH2:12][CH2:13][CH2:14][CH2:15][CH2:16][CH2:17][CH:18]=[CH2:19].[Br:21][CH2:22][CH2:23][CH2:24][C:25](Cl)=[O:26].C(OCC)(=O)C. Product: [CH2:19]=[CH:18][CH2:17][CH2:16][CH2:15][CH2:14][CH2:13][CH2:12][CH2:11][CH:10]([O:20][C:25](=[O:26])[CH2:24][CH2:23][CH2:22][Br:21])[CH2:9][CH2:8][CH2:7][CH2:6][CH2:5][CH2:4][CH2:3][CH:2]=[CH2:1]. The catalyst class is: 34.